This data is from Reaction yield outcomes from USPTO patents with 853,638 reactions. The task is: Predict the reaction yield, written as a fraction of the theoretical maximum amount of product (1.0 means a 100% yield; for example, 0.34 means a 34% yield). (1) The reactants are [NH2:1][C@@H:2]1[C:16](=[O:17])[N:15]2[CH2:18][C@H:19]([O:21][C:22]3[N:23]=[C:24]4[C:29](=[C:30]5[C:35]=3[CH:34]=[CH:33][CH:32]=[CH:31]5)[CH:28]=[CH:27][CH:26]=[CH:25]4)[CH2:20][C@H:14]2[C:13](=[O:36])[NH:12][C@:11]2([C:38]([NH:40][S:41]([CH:44]3[CH2:46][CH2:45]3)(=[O:43])=[O:42])=[O:39])[CH2:37][C@H:10]2[CH2:9][C:8]([F:48])([F:47])[CH2:7][CH2:6][CH2:5][CH2:4][CH2:3]1.Cl.[CH3:50][N:51]1[C:55]([CH3:56])=[CH:54][C:53]([C:57](O)=[O:58])=[N:52]1.CN(C(ON1N=NC2C=CC=NC1=2)=[N+](C)C)C.F[P-](F)(F)(F)(F)F.C(N(C(C)C)C(C)C)C. The catalyst is ClCCl. The product is [CH:44]1([S:41]([NH:40][C:38]([C@@:11]23[CH2:37][C@H:10]2[CH2:9][C:8]([F:47])([F:48])[CH2:7][CH2:6][CH2:5][CH2:4][CH2:3][C@H:2]([NH:1][C:57]([C:53]2[CH:54]=[C:55]([CH3:56])[N:51]([CH3:50])[N:52]=2)=[O:58])[C:16](=[O:17])[N:15]2[CH2:18][C@H:19]([O:21][C:22]4[N:23]=[C:24]5[C:29](=[C:30]6[C:35]=4[CH:34]=[CH:33][CH:32]=[CH:31]6)[CH:28]=[CH:27][CH:26]=[CH:25]5)[CH2:20][C@H:14]2[C:13](=[O:36])[NH:12]3)=[O:39])(=[O:43])=[O:42])[CH2:46][CH2:45]1. The yield is 0.600. (2) The reactants are Cl[C:2]1[CH:7]=[C:6]2[CH2:8][O:9][C:10]3[CH:41]=[C:40]4[C:13]([CH:14]=[CH:15][C:16]5[N:20]=[C:19]([C@@H:21]6[CH2:25][C@H:24]([O:26][CH2:27][CH3:28])[CH2:23][N:22]6[C:29](=[O:39])[C@@H:30]([NH:34][C:35](=[O:38])[O:36][CH3:37])[CH:31]([CH3:33])[CH3:32])[NH:18][C:17]=54)=[CH:12][C:11]=3[C:5]2=[CH:4][CH:3]=1.[CH3:42][C:43]1([CH3:59])[C:47]([CH3:49])([CH3:48])[O:46][B:45]([B:45]2[O:46][C:47]([CH3:49])([CH3:48])[C:43]([CH3:59])([CH3:42])[O:44]2)[O:44]1.C([O-])(=O)C.[K+].C1(P(C2CCCCC2)C2C=CC=CC=2C2C(C(C)C)=CC(C(C)C)=CC=2C(C)C)CCCCC1. The catalyst is O1CCOCC1.C1C=CC(/C=C/C(/C=C/C2C=CC=CC=2)=O)=CC=1.C1C=CC(/C=C/C(/C=C/C2C=CC=CC=2)=O)=CC=1.[Pd]. The product is [CH2:27]([O:26][C@@H:24]1[CH2:23][N:22]([C:29](=[O:39])[C@@H:30]([NH:34][C:35](=[O:38])[O:36][CH3:37])[CH:31]([CH3:33])[CH3:32])[C@H:21]([C:19]2[NH:18][C:17]3[C:40]4[C:13]([CH:14]=[CH:15][C:16]=3[N:20]=2)=[CH:12][C:11]2[C:5]3[C:6]([CH2:8][O:9][C:10]=2[CH:41]=4)=[CH:7][C:2]([B:45]2[O:46][C:47]([CH3:49])([CH3:48])[C:43]([CH3:59])([CH3:42])[O:44]2)=[CH:3][CH:4]=3)[CH2:25]1)[CH3:28]. The yield is 0.730. (3) The reactants are [CH3:1][O:2][C:3]1[N:8]=[C:7](Cl)[N:6]=[C:5]([Cl:10])[N:4]=1.CC(N)COCC(OCC(OCC(N)C)C)C.C(=O)([O-])[O-].[Na+].[Na+]. The catalyst is CC(C)=O.O1CCOCC1.O. The product is [Cl:10][C:5]1[N:4]=[C:3]([O:2][CH3:1])[N:8]=[CH:7][N:6]=1. The yield is 0.840. (4) The reactants are [CH3:1][O:2][C:3]1[CH:8]=[C:7]([O:9][CH2:10][O:11][CH3:12])[CH:6]=[C:5]([O:13][CH2:14][O:15][CH3:16])[CH:4]=1.[Li][CH2:18]CCC.CI. The catalyst is C1COCC1. The product is [CH3:1][O:2][C:3]1[CH:8]=[C:7]([O:9][CH2:10][O:11][CH3:12])[C:6]([CH3:18])=[C:5]([O:13][CH2:14][O:15][CH3:16])[CH:4]=1. The yield is 0.670.